Task: Predict the reactants needed to synthesize the given product.. Dataset: Full USPTO retrosynthesis dataset with 1.9M reactions from patents (1976-2016) (1) Given the product [NH2:1][C@H:2]([C:47]([NH:41][C@H:42]([C:44]([NH2:34])=[O:46])[CH2:43][C:9]1[N:8]=[CH:10][NH:11][CH:13]=1)=[O:49])[CH3:3], predict the reactants needed to synthesize it. The reactants are: [NH:1]1CCC[CH2:3][CH2:2]1.C[N:8]([C:10](ON1N=NC2C=CC(=CC1=2)Cl)=[N+:11]([CH3:13])C)[CH3:9].F[P-](F)(F)(F)(F)F.CC[N:34](C(C)C)C(C)C.[NH:41]([C:47]([O:49]CC1C2C(=CC=CC=2)C2C1=CC=CC=2)=O)[C@H:42]([C:44]([OH:46])=O)[CH3:43]. (2) Given the product [CH3:1][C:2]1([C:8]2[CH:13]=[C:12]([Br:14])[CH:11]=[CH:10][C:9]=2[O:15][CH3:16])[CH2:3][CH2:4][CH2:5][CH2:6][CH2:7]1, predict the reactants needed to synthesize it. The reactants are: [CH3:1][C:2]1([C:8]2[CH:13]=[C:12]([Br:14])[CH:11]=[CH:10][C:9]=2[OH:15])[CH2:7][CH2:6][CH2:5][CH2:4][CH2:3]1.[C:16]([O-])([O-])=O.[K+].[K+].COS(OC)(=O)=O.CCO. (3) Given the product [CH3:23][O:24][C:2]1[C:11]2[C:6](=[C:7]([O:14][CH3:15])[C:8]([O:12][CH3:13])=[CH:9][CH:10]=2)[CH:5]=[C:4]([NH:16][C:17]2[CH:21]=[C:20]([CH3:22])[NH:19][N:18]=2)[N:3]=1, predict the reactants needed to synthesize it. The reactants are: Cl[C:2]1[C:11]2[C:6](=[C:7]([O:14][CH3:15])[C:8]([O:12][CH3:13])=[CH:9][CH:10]=2)[CH:5]=[C:4]([NH:16][C:17]2[CH:21]=[C:20]([CH3:22])[NH:19][N:18]=2)[N:3]=1.[CH3:23][OH:24]. (4) Given the product [OH:22][C:20]([CH3:23])([CH3:21])[CH2:19][CH2:18][N:14]1[C:15]2[C:11](=[CH:10][C:9]([OH:8])=[CH:17][CH:16]=2)[CH:12]=[CH:13]1, predict the reactants needed to synthesize it. The reactants are: C([O:8][C:9]1[CH:10]=[C:11]2[C:15](=[CH:16][CH:17]=1)[N:14]([CH2:18][CH2:19][C:20]([CH3:23])([OH:22])[CH3:21])[CH:13]=[CH:12]2)C1C=CC=CC=1.C(N(CC)CC)C. (5) Given the product [CH3:1][C:2]1[S:3][CH2:4][C@@:5]([CH3:11])([C:7]([OH:9])=[O:8])[N:6]=1, predict the reactants needed to synthesize it. The reactants are: [CH3:1][C:2]1[S:3][CH2:4][C@@:5]([CH3:11])([C:7]([O:9]C)=[O:8])[N:6]=1.[OH-].[Na+].C(O)(=O)C. (6) Given the product [F:22][C:23]1[CH:24]=[C:25]2[C:30](=[C:31]([F:33])[CH:32]=1)[O:29][CH2:28][C:27]([CH:34]1[O:16][CH2:15][CH:12]([C:11]3[CH:10]=[C:9]4[C:4]([CH2:5][CH:6]([CH2:17][CH2:18][CH2:19][CH2:20][CH3:21])[CH2:7][O:8]4)=[CH:3][C:2]=3[F:1])[CH2:13][O:14]1)=[CH:26]2, predict the reactants needed to synthesize it. The reactants are: [F:1][C:2]1[CH:3]=[C:4]2[C:9](=[CH:10][C:11]=1[CH:12]([CH2:15][OH:16])[CH2:13][OH:14])[O:8][CH2:7][CH:6]([CH2:17][CH2:18][CH2:19][CH2:20][CH3:21])[CH2:5]2.[F:22][C:23]1[CH:24]=[C:25]2[C:30](=[C:31]([F:33])[CH:32]=1)[O:29][CH2:28][C:27]([CH:34]=O)=[CH:26]2.O.C1(C)C=CC(S(O)(=O)=O)=CC=1. (7) The reactants are: [CH2:1]([CH:3]([NH:6][C:7]1[C:12]([N+:13]([O-])=O)=[C:11]([O:16][C:17]2[C:22]([CH3:23])=[CH:21][C:20]([CH3:24])=[CH:19][C:18]=2[CH3:25])[N:10]=[C:9]([CH3:26])[N:8]=1)[CH2:4][CH3:5])[CH3:2].Cl. Given the product [CH2:1]([CH:3]([NH:6][C:7]1[C:12]([NH2:13])=[C:11]([O:16][C:17]2[C:22]([CH3:23])=[CH:21][C:20]([CH3:24])=[CH:19][C:18]=2[CH3:25])[N:10]=[C:9]([CH3:26])[N:8]=1)[CH2:4][CH3:5])[CH3:2], predict the reactants needed to synthesize it. (8) The reactants are: [NH2:1][C:2]1[NH:6][N:5]=[C:4]([C:7]2[CH:12]=[CH:11][C:10]([Cl:13])=[CH:9][CH:8]=2)[CH:3]=1.[C:14](O[C:14]([O:16][C:17]([CH3:20])([CH3:19])[CH3:18])=[O:15])([O:16][C:17]([CH3:20])([CH3:19])[CH3:18])=[O:15]. Given the product [C:17]([O:16][C:14]([N:6]1[C:2]([NH2:1])=[CH:3][C:4]([C:7]2[CH:12]=[CH:11][C:10]([Cl:13])=[CH:9][CH:8]=2)=[N:5]1)=[O:15])([CH3:20])([CH3:19])[CH3:18], predict the reactants needed to synthesize it. (9) Given the product [CH:22]([C@:25]1([C:31]([N:33]2[CH2:34][CH2:35][N:36]([C:39]3[CH:40]=[N:41][CH:42]=[C:3]([C:2]([F:7])([F:6])[F:1])[CH:44]=3)[CH2:37][CH2:38]2)=[O:32])[CH2:29][CH2:28][C@@H:27]([NH:30][CH:56]2[CH2:55][CH2:54][O:53][CH2:52][CH:51]2[O:50][CH3:49])[CH2:26]1)([CH3:24])[CH3:23], predict the reactants needed to synthesize it. The reactants are: [F:1][C:2]([F:7])([F:6])[C:3](O)=O.FC(F)(F)C(O)=O.FC(F)(F)C(O)=O.[CH:22]([C@:25]1([C:31]([N:33]2[CH2:38][CH2:37][N:36]([C:39]3[CH:40]=[N:41][CH:42]=C(C(F)(F)F)[CH:44]=3)[CH2:35][CH2:34]2)=[O:32])[CH2:29][CH2:28][C@@H:27]([NH2:30])[CH2:26]1)([CH3:24])[CH3:23].[CH3:49][O:50][CH:51]1[C:56](=O)[CH2:55][CH2:54][O:53][CH2:52]1.C(N(CC)CC)C.C(O[BH-](OC(=O)C)OC(=O)C)(=O)C.[Na+].